This data is from Full USPTO retrosynthesis dataset with 1.9M reactions from patents (1976-2016). The task is: Predict the reactants needed to synthesize the given product. (1) The reactants are: [CH2:1]([C:4]([C:10]1[CH:11]=[C:12]([CH3:16])[CH:13]=[CH:14][CH:15]=1)([CH2:7][CH:8]=[CH2:9])[C:5]#[N:6])C=C. Given the product [C:12]1([CH3:16])[CH:13]=[CH:14][CH:15]=[C:10]([C:4]2([C:5]#[N:6])[CH2:1][CH:9]=[CH:8][CH2:7]2)[CH:11]=1, predict the reactants needed to synthesize it. (2) Given the product [Cl:20][C:21]1[C:26]([NH:27][C:28](=[O:31])[CH2:29][S:7][C:4]2[N:3]([C:8]3[C:17]4[C:12](=[CH:13][CH:14]=[CH:15][CH:16]=4)[C:11]([CH2:18][CH3:19])=[CH:10][CH:9]=3)[C:2]([CH3:1])=[N:6][N:5]=2)=[CH:25][CH:24]=[CH:23][N:22]=1, predict the reactants needed to synthesize it. The reactants are: [CH3:1][C:2]1[N:3]([C:8]2[C:17]3[C:12](=[CH:13][CH:14]=[CH:15][CH:16]=3)[C:11]([CH2:18][CH3:19])=[CH:10][CH:9]=2)[C:4]([SH:7])=[N:5][N:6]=1.[Cl:20][C:21]1[C:26]([NH:27][C:28](=[O:31])[CH2:29]Cl)=[CH:25][CH:24]=[CH:23][N:22]=1.C(=O)([O-])[O-].[K+].[K+].O. (3) Given the product [N+:3]([O-:6])([O-:5])=[O:4].[Ru+3:7].[N+:3]([O-:6])([O-:5])=[O:4].[N+:3]([O-:6])([O-:5])=[O:4].[N+:3]([O-:6])([OH:5])=[O:4].[CH:20]([O-:23])=[O:22].[La+3:24].[CH:25]([O-:28])=[O:27].[CH:29]([O-:32])=[O:31], predict the reactants needed to synthesize it. The reactants are: [H][H].[N+:3]([O-:6])([O-:5])=[O:4].[Ru+3:7].[N+]([O-])([O-])=O.[N+]([O-])([O-])=O.[N+]([O-])(O)=O.[C:20]([O-:23])(=[O:22])C.[La+3:24].[C:25]([O-:28])(=[O:27])C.[C:29]([O-:32])(=[O:31])C.C([O-])=O.[La+3].C([O-])=O.C([O-])=O. (4) Given the product [CH2:1]([S:8][C:9]1[CH:14]=[C:13]2[C:12](=[CH:11][CH:10]=1)[N:22]([C:23]1[C:24]([O:31][CH3:32])=[N:25][C:26]([Cl:30])=[C:27]([Cl:29])[CH:28]=1)[C:17](=[O:19])[CH:16]=[CH:15]2)[C:2]1[CH:7]=[CH:6][CH:5]=[CH:4][CH:3]=1, predict the reactants needed to synthesize it. The reactants are: [CH2:1]([S:8][C:9]1[CH:10]=[CH:11][C:12]([NH:22][C:23]2[C:24]([O:31][CH3:32])=[N:25][C:26]([Cl:30])=[C:27]([Cl:29])[CH:28]=2)=[C:13](/[CH:15]=[CH:16]/[C:17]([O:19]CC)=O)[CH:14]=1)[C:2]1[CH:7]=[CH:6][CH:5]=[CH:4][CH:3]=1.C[O-].[Na+]. (5) Given the product [CH2:1]([O:4][C:5]1[CH:12]=[C:11]([NH2:13])[CH:10]=[CH:9][C:6]=1[C:7]#[N:8])[CH:2]=[CH2:3], predict the reactants needed to synthesize it. The reactants are: [CH2:1]([O:4][C:5]1[CH:12]=[C:11]([N+:13]([O-])=O)[CH:10]=[CH:9][C:6]=1[C:7]#[N:8])[CH:2]=[CH2:3].CO.[Cl-].[NH4+]. (6) Given the product [I:1][C:2]1[CH:10]=[C:9]([N+:11]([O-:13])=[O:12])[CH:8]=[CH:7][C:3]=1[C:4]([O:6][CH3:19])=[O:5], predict the reactants needed to synthesize it. The reactants are: [I:1][C:2]1[CH:10]=[C:9]([N+:11]([O-:13])=[O:12])[CH:8]=[CH:7][C:3]=1[C:4]([OH:6])=[O:5].S(=O)(=O)(O)O.[CH3:19]O. (7) Given the product [CH3:10][O:9][C:7]1[CH:8]=[C:3]([O:2][CH3:1])[N:4]=[C:5]([O:11][CH:12]([C:17]([O:30][CH3:31])([C:24]2[CH:29]=[CH:28][CH:27]=[CH:26][CH:25]=2)[C:18]2[CH:19]=[CH:20][CH:21]=[CH:22][CH:23]=2)[C:13]([OH:15])=[O:14])[N:6]=1, predict the reactants needed to synthesize it. The reactants are: [CH3:1][O:2][C:3]1[CH:8]=[C:7]([O:9][CH3:10])[N:6]=[C:5]([O:11][CH:12]([C:17]([O:30][CH3:31])([C:24]2[CH:29]=[CH:28][CH:27]=[CH:26][CH:25]=2)[C:18]2[CH:23]=[CH:22][CH:21]=[CH:20][CH:19]=2)[C:13]([O:15]C)=[O:14])[N:4]=1.[OH-].[K+].